From a dataset of NCI-60 drug combinations with 297,098 pairs across 59 cell lines. Regression. Given two drug SMILES strings and cell line genomic features, predict the synergy score measuring deviation from expected non-interaction effect. (1) Drug 1: C1CC(=O)NC(=O)C1N2CC3=C(C2=O)C=CC=C3N. Drug 2: CCC1=C2CN3C(=CC4=C(C3=O)COC(=O)C4(CC)O)C2=NC5=C1C=C(C=C5)O. Cell line: SK-MEL-5. Synergy scores: CSS=24.0, Synergy_ZIP=2.69, Synergy_Bliss=3.27, Synergy_Loewe=-23.5, Synergy_HSA=1.81. (2) Drug 1: CC1=C2C(C(=O)C3(C(CC4C(C3C(C(C2(C)C)(CC1OC(=O)C(C(C5=CC=CC=C5)NC(=O)OC(C)(C)C)O)O)OC(=O)C6=CC=CC=C6)(CO4)OC(=O)C)O)C)O. Drug 2: CC1=C(C(=CC=C1)Cl)NC(=O)C2=CN=C(S2)NC3=CC(=NC(=N3)C)N4CCN(CC4)CCO. Cell line: DU-145. Synergy scores: CSS=-0.465, Synergy_ZIP=0.892, Synergy_Bliss=2.24, Synergy_Loewe=-3.18, Synergy_HSA=-1.83. (3) Drug 1: C1CC(=O)NC(=O)C1N2CC3=C(C2=O)C=CC=C3N. Drug 2: CC1=C2C(C(=O)C3(C(CC4C(C3C(C(C2(C)C)(CC1OC(=O)C(C(C5=CC=CC=C5)NC(=O)C6=CC=CC=C6)O)O)OC(=O)C7=CC=CC=C7)(CO4)OC(=O)C)O)C)OC(=O)C. Cell line: SK-MEL-2. Synergy scores: CSS=27.7, Synergy_ZIP=-0.351, Synergy_Bliss=1.89, Synergy_Loewe=-47.0, Synergy_HSA=2.14. (4) Drug 1: C1=CN(C(=O)N=C1N)C2C(C(C(O2)CO)O)O.Cl. Drug 2: C1=NC2=C(N1)C(=S)N=CN2. Cell line: NCI/ADR-RES. Synergy scores: CSS=51.2, Synergy_ZIP=-8.32, Synergy_Bliss=-7.71, Synergy_Loewe=-3.29, Synergy_HSA=-0.826.